From a dataset of Forward reaction prediction with 1.9M reactions from USPTO patents (1976-2016). Predict the product of the given reaction. (1) Given the reactants [N:1]1([CH2:7][CH2:8][CH2:9][O:10][C:11]2[CH:21]=[CH:20][C:14]3[CH2:15][CH2:16][NH:17][CH2:18][CH2:19][C:13]=3[CH:12]=2)[CH2:6][CH2:5][CH2:4][CH2:3][CH2:2]1.[CH:22](=O)[CH3:23], predict the reaction product. The product is: [CH2:22]([N:17]1[CH2:18][CH2:19][C:13]2[CH:12]=[C:11]([O:10][CH2:9][CH2:8][CH2:7][N:1]3[CH2:2][CH2:3][CH2:4][CH2:5][CH2:6]3)[CH:21]=[CH:20][C:14]=2[CH2:15][CH2:16]1)[CH3:23]. (2) Given the reactants N1C2C(=CC=C3C=2N=CC=C3)C=CC=1.FC(F)(F)[Si]([C:26]([F:35])([C:31]([F:34])([F:33])[F:32])[C:27]([F:30])([F:29])[F:28])(C(F)(F)F)C(F)(F)F.[NH2:38][C:39]1[CH:46]=[CH:45][C:42]([C:43]#[N:44])=[C:41](I)[CH:40]=1, predict the reaction product. The product is: [NH2:38][C:39]1[CH:46]=[CH:45][C:42]([C:43]#[N:44])=[C:41]([C:26]([F:35])([C:27]([F:28])([F:29])[F:30])[C:31]([F:32])([F:33])[F:34])[CH:40]=1. (3) Given the reactants [O:1](S(C(F)(F)F)(=O)=O)[S:2]([C:5]([F:8])([F:7])[F:6])(=[O:4])=[O:3].[CH3:16][N:17]([CH3:29])[C@@H:18]1[CH2:27][CH2:26][C:25]2[C:24](O)=[CH:23][CH:22]=[CH:21][C:20]=2[CH2:19]1.CCN(CC)CC, predict the reaction product. The product is: [F:6][C:5]([F:8])([F:7])[S:2]([O:1][C:24]1[C:25]2[CH2:26][CH2:27][C@@H:18]([N:17]([CH3:29])[CH3:16])[CH2:19][C:20]=2[CH:21]=[CH:22][CH:23]=1)(=[O:4])=[O:3]. (4) Given the reactants [F:1][C:2]1[CH:3]=[C:4]([CH:7]=[CH:8][C:9]=1[N:10]1[CH2:15][CH2:14][NH:13][CH2:12][CH2:11]1)[C:5]#[N:6].[CH3:16][S:17]([C:20]1[CH:21]=[CH:22][C:23]([C:29]2[S:30][CH:31]=[CH:32][N:33]=2)=[C:24]([CH:28]=1)[C:25](O)=[O:26])(=[O:19])=[O:18], predict the reaction product. The product is: [F:1][C:2]1[CH:3]=[C:4]([CH:7]=[CH:8][C:9]=1[N:10]1[CH2:15][CH2:14][N:13]([C:25](=[O:26])[C:24]2[CH:28]=[C:20]([S:17]([CH3:16])(=[O:19])=[O:18])[CH:21]=[CH:22][C:23]=2[C:29]2[S:30][CH:31]=[CH:32][N:33]=2)[CH2:12][CH2:11]1)[C:5]#[N:6].